The task is: Predict which catalyst facilitates the given reaction.. This data is from Catalyst prediction with 721,799 reactions and 888 catalyst types from USPTO. (1) Reactant: Cl[C:2]1[C:7]2=[N:8][CH:9]=[CH:10][N:11]=[C:6]2[CH:5]=[C:4]([Cl:12])[N:3]=1.[NH2:13][CH2:14][CH2:15][CH2:16][CH2:17][NH:18][C:19](=[O:25])[O:20][C:21]([CH3:24])([CH3:23])[CH3:22].C(N(C(C)C)CC)(C)C. Product: [Cl:12][C:4]1[N:3]=[C:2]([NH:13][CH2:14][CH2:15][CH2:16][CH2:17][NH:18][C:19](=[O:25])[O:20][C:21]([CH3:23])([CH3:22])[CH3:24])[C:7]2=[N:8][CH:9]=[CH:10][N:11]=[C:6]2[CH:5]=1. The catalyst class is: 60. (2) Reactant: CCN(C(C)C)C(C)C.[CH3:10][O:11][C:12]1[CH:13]=[CH:14][CH:15]=[C:16]2[C:21]=1[O:20][C:19](=[O:22])[C:18]([C:23]([OH:25])=O)=[CH:17]2.CN(C(ON1N=NC2C=CC=NC1=2)=[N+](C)C)C.F[P-](F)(F)(F)(F)F.[O:50]=[C:51]1[NH:55][C:54]2[CH:56]=[CH:57][C:58]([C:60]3[CH:61]=[C:62]([NH2:66])[CH:63]=[CH:64][CH:65]=3)=[CH:59][C:53]=2[NH:52]1. Product: [O:50]=[C:51]1[NH:55][C:54]2[CH:56]=[CH:57][C:58]([C:60]3[CH:61]=[C:62]([NH:66][C:23]([C:18]4[C:19](=[O:22])[O:20][C:21]5[C:16]([CH:17]=4)=[CH:15][CH:14]=[CH:13][C:12]=5[O:11][CH3:10])=[O:25])[CH:63]=[CH:64][CH:65]=3)=[CH:59][C:53]=2[NH:52]1. The catalyst class is: 3. (3) Reactant: Cl.[F:2][CH:3]1[CH2:8][CH2:7][NH:6][CH2:5][CH2:4]1.CC(C)([O-])C.[Na+].[CH3:15][O:16][C:17]1[CH:22]=[CH:21][C:20]([CH:23]2[C:32]3[C:27](=[CH:28][C:29]([O:33][CH2:34][CH2:35][CH2:36]OS(C)(=O)=O)=[CH:30][CH:31]=3)[CH2:26][N:25]([CH3:42])[CH2:24]2)=[CH:19][CH:18]=1.C([O-])([O-])=O.[Na+].[Na+]. Product: [F:2][CH:3]1[CH2:8][CH2:7][N:6]([CH2:36][CH2:35][CH2:34][O:33][C:29]2[CH:28]=[C:27]3[C:32]([CH:23]([C:20]4[CH:19]=[CH:18][C:17]([O:16][CH3:15])=[CH:22][CH:21]=4)[CH2:24][N:25]([CH3:42])[CH2:26]3)=[CH:31][CH:30]=2)[CH2:5][CH2:4]1. The catalyst class is: 114. (4) Reactant: P(Br)(Br)[Br:2].[CH3:5][O:6][C:7]1[CH:12]=[CH:11][C:10](/[CH:13]=[CH:14]/[CH2:15]O)=[CH:9][CH:8]=1.C([O-])(O)=O.[Na+]. Product: [CH3:5][O:6][C:7]1[CH:12]=[CH:11][C:10]([CH:13]=[CH:14][CH2:15][Br:2])=[CH:9][CH:8]=1.[CH3:5][O:6][C:7]1[CH:12]=[CH:11][C:10](/[CH:13]=[CH:14]/[CH2:15][Br:2])=[CH:9][CH:8]=1. The catalyst class is: 158. (5) Reactant: [CH2:1]([C:3]1[N:7]([C:8]2[N:16]=[C:15]3[C:11]([N:12]=[C:13]([C:18]4([O:24][CH3:25])[CH2:23][CH2:22][NH:21][CH2:20][CH2:19]4)[N:14]3[CH3:17])=[C:10]([N:26]3[CH2:31][CH2:30][O:29][CH2:28][CH2:27]3)[N:9]=2)[C:6]2[CH:32]=[CH:33][CH:34]=[CH:35][C:5]=2[N:4]=1)[CH3:2].[OH:36][CH2:37][C:38](O)=[O:39].C1C=CC2N(O)N=NC=2C=1.CN1CCOCC1.CCN=C=NCCCN(C)C. Product: [CH2:1]([C:3]1[N:7]([C:8]2[N:16]=[C:15]3[C:11]([N:12]=[C:13]([C:18]4([O:24][CH3:25])[CH2:23][CH2:22][N:21]([C:37](=[O:36])[CH2:38][OH:39])[CH2:20][CH2:19]4)[N:14]3[CH3:17])=[C:10]([N:26]3[CH2:27][CH2:28][O:29][CH2:30][CH2:31]3)[N:9]=2)[C:6]2[CH:32]=[CH:33][CH:34]=[CH:35][C:5]=2[N:4]=1)[CH3:2]. The catalyst class is: 76. (6) Reactant: [Cl:1][C:2]1[S:6][C:5]([S:7]([N:10](COCC[Si](C)(C)C)[C:11]2[C:19]3[C:14](=[CH:15][CH:16]=[CH:17][C:18]=3[O:20][CH3:21])[N:13]([CH2:22][C:23]3[CH:24]=[C:25]([CH:30]=[CH:31][CH:32]=3)[C:26]([O:28]C)=O)[N:12]=2)(=[O:9])=[O:8])=[CH:4][CH:3]=1.[NH:41]1CCCN2CCCN=[C:42]12.CN.CCCC[N+](CCCC)(CCCC)CCCC.[F-]. Product: [Cl:1][C:2]1[S:6][C:5]([S:7]([NH:10][C:11]2[C:19]3[C:14](=[CH:15][CH:16]=[CH:17][C:18]=3[O:20][CH3:21])[N:13]([CH2:22][C:23]3[CH:24]=[C:25]([CH:30]=[CH:31][CH:32]=3)[C:26]([NH:41][CH3:42])=[O:28])[N:12]=2)(=[O:8])=[O:9])=[CH:4][CH:3]=1. The catalyst class is: 677. (7) Reactant: [Cl:1][C:2]1[C:3]([NH:15][C:16]2[CH:17]=[C:18]([NH:23]C(=O)OC(C)(C)C)[CH:19]=[CH:20][C:21]=2[F:22])=[N:4][C:5]([NH:8][C:9]2[S:13][N:12]=[C:11]([CH3:14])[CH:10]=2)=[N:6][CH:7]=1.C(O)(C(F)(F)F)=O. Product: [NH2:23][C:18]1[CH:19]=[CH:20][C:21]([F:22])=[C:16]([NH:15][C:3]2[C:2]([Cl:1])=[CH:7][N:6]=[C:5]([NH:8][C:9]3[S:13][N:12]=[C:11]([CH3:14])[CH:10]=3)[N:4]=2)[CH:17]=1. The catalyst class is: 2.